This data is from Catalyst prediction with 721,799 reactions and 888 catalyst types from USPTO. The task is: Predict which catalyst facilitates the given reaction. (1) Reactant: C[O:2][C:3](=[O:39])[C:4]1[CH:9]=[CH:8][CH:7]=[CH:6][C:5]=1[O:10][C:11]1[CH:16]=[CH:15][CH:14]=[C:13]([O:17][CH2:18][CH2:19][CH2:20][O:21][C:22]2[CH:27]=[C:26]([OH:28])[C:25]([C:29]3[O:33][N:32]=[CH:31][CH:30]=3)=[CH:24][C:23]=2[CH2:34][CH3:35])[C:12]=1[CH2:36][CH2:37][CH3:38].[OH-].[Li+]. Product: [CH2:34]([C:23]1[CH:24]=[C:25]([C:29]2[O:33][N:32]=[CH:31][CH:30]=2)[C:26]([OH:28])=[CH:27][C:22]=1[O:21][CH2:20][CH2:19][CH2:18][O:17][C:13]1[C:12]([CH2:36][CH2:37][CH3:38])=[C:11]([CH:16]=[CH:15][CH:14]=1)[O:10][C:5]1[CH:6]=[CH:7][CH:8]=[CH:9][C:4]=1[C:3]([OH:39])=[O:2])[CH3:35]. The catalyst class is: 5. (2) Reactant: [Cl:1][C:2]1[CH:3]=[CH:4][C:5]2[N:11]3[C:12]([CH2:15][N:16]4[CH2:21][CH2:20][O:19][CH2:18][CH2:17]4)=[N:13][N:14]=[C:10]3[CH:9]([CH2:22][C:23]([O:25]CC)=[O:24])[O:8][CH:7]([C:28]3[CH:33]=[CH:32][CH:31]=[C:30]([O:34][CH3:35])[C:29]=3[O:36][CH3:37])[C:6]=2[CH:38]=1.Cl. Product: [Cl:1][C:2]1[CH:3]=[CH:4][C:5]2[N:11]3[C:12]([CH2:15][N:16]4[CH2:17][CH2:18][O:19][CH2:20][CH2:21]4)=[N:13][N:14]=[C:10]3[CH:9]([CH2:22][C:23]([OH:25])=[O:24])[O:8][CH:7]([C:28]3[CH:33]=[CH:32][CH:31]=[C:30]([O:34][CH3:35])[C:29]=3[O:36][CH3:37])[C:6]=2[CH:38]=1. The catalyst class is: 12. (3) Reactant: [CH3:1][O:2][C:3]1[CH:15]=[CH:14][CH:13]=[CH:12][C:4]=1[O:5][CH2:6][CH2:7][CH2:8][C:9]([OH:11])=O. Product: [CH3:1][O:2][C:3]1[C:4]2[O:5][CH2:6][CH2:7][CH2:8][C:9](=[O:11])[C:12]=2[CH:13]=[CH:14][CH:15]=1. The catalyst class is: 11. (4) Reactant: [CH3:1][O:2][C:3]([C:5]1([C:10]2[CH:15]=[CH:14][N:13]=[C:12]([C:16]3[CH:21]=[CH:20][C:19]([C:22]([F:25])([F:24])[F:23])=[CH:18][CH:17]=3)[CH:11]=2)[CH2:9][CH:8]=[CH:7][CH2:6]1)=[O:4].Cl. Product: [CH3:1][O:2][C:3]([C:5]1([C@H:10]2[CH2:15][CH2:14][NH:13][C@@H:12]([C:16]3[CH:21]=[CH:20][C:19]([C:22]([F:25])([F:23])[F:24])=[CH:18][CH:17]=3)[CH2:11]2)[CH2:6][CH2:7][CH2:8][CH2:9]1)=[O:4]. The catalyst class is: 603. (5) Product: [Cl:1][C:2]1[CH:7]=[CH:6][C:5]([NH:8][C:9]([NH:11][C:12]2[CH:17]=[CH:16][C:15]([O:18][C:19]3[CH:24]=[CH:23][N:22]=[C:21]([C:34]#[N:35])[CH:20]=3)=[CH:14][CH:13]=2)=[O:10])=[CH:4][C:3]=1[C:26]([F:29])([F:28])[F:27]. The catalyst class is: 3. Reactant: [Cl:1][C:2]1[CH:7]=[CH:6][C:5]([NH:8][C:9]([NH:11][C:12]2[CH:17]=[CH:16][C:15]([O:18][C:19]3[CH:24]=[CH:23][N+:22]([O-])=[CH:21][CH:20]=3)=[CH:14][CH:13]=2)=[O:10])=[CH:4][C:3]=1[C:26]([F:29])([F:28])[F:27].C[Si]([C:34]#[N:35])(C)C.CN(C)C(Cl)=O.C(=O)([O-])[O-].[Na+].[Na+]. (6) Reactant: [CH3:1][C:2]([CH3:17])([CH3:16])[CH2:3][N:4]1[C:12]([CH3:13])=[N:11][C:10]2[C:5]1=[N:6][C:7]([C:14]#[N:15])=[N:8][CH:9]=2.[Br:18]N1C(=O)CCC1=O.C(OOC(=O)C1C=CC=CC=1)(=O)C1C=CC=CC=1. Product: [Br:18][CH2:13][C:12]1[N:4]([CH2:3][C:2]([CH3:17])([CH3:16])[CH3:1])[C:5]2[C:10]([N:11]=1)=[CH:9][N:8]=[C:7]([C:14]#[N:15])[N:6]=2. The catalyst class is: 53. (7) Reactant: [N+:1]([C:4]1[CH:8]=[CH:7][N:6]([CH2:9][CH2:10][OH:11])[N:5]=1)([O-])=O. Product: [NH2:1][C:4]1[CH:8]=[CH:7][N:6]([CH2:9][CH2:10][OH:11])[N:5]=1. The catalyst class is: 78. (8) Reactant: C([Sn](CCCC)(CCCC)[S:6][CH3:7])CCC.[Cl:16][C:17]1[C:26]2[C:21](=[C:22]([F:28])[CH:23]=[C:24](I)[CH:25]=2)[N:20]=[N:19][C:18]=1[C:29]([NH2:31])=[O:30]. Product: [Cl:16][C:17]1[C:26]2[C:21](=[C:22]([F:28])[CH:23]=[C:24]([S:6][CH3:7])[CH:25]=2)[N:20]=[N:19][C:18]=1[C:29]([NH2:31])=[O:30]. The catalyst class is: 204.